From a dataset of Peptide-MHC class I binding affinity with 185,985 pairs from IEDB/IMGT. Regression. Given a peptide amino acid sequence and an MHC pseudo amino acid sequence, predict their binding affinity value. This is MHC class I binding data. (1) The peptide sequence is RLRPGGKKK. The MHC is HLA-B14:02 with pseudo-sequence HLA-B14:02. The binding affinity (normalized) is 0.0381. (2) The peptide sequence is TTSDFFVNY. The MHC is HLA-A03:01 with pseudo-sequence HLA-A03:01. The binding affinity (normalized) is 0.648. (3) The peptide sequence is LGYPFAWFL. The MHC is HLA-A03:01 with pseudo-sequence HLA-A03:01. The binding affinity (normalized) is 0.0847. (4) The peptide sequence is MEIYIWDHD. The MHC is HLA-A30:01 with pseudo-sequence HLA-A30:01. The binding affinity (normalized) is 0.0847. (5) The peptide sequence is VTDTNKFAHY. The MHC is HLA-A68:02 with pseudo-sequence HLA-A68:02. The binding affinity (normalized) is 0. (6) The peptide sequence is EHNGGDDPL. The MHC is HLA-B44:02 with pseudo-sequence HLA-B44:02. The binding affinity (normalized) is 0.213. (7) The peptide sequence is TGFSFSNL. The MHC is H-2-Db with pseudo-sequence H-2-Db. The binding affinity (normalized) is 0.445. (8) The peptide sequence is LPHQPLATY. The MHC is HLA-B27:05 with pseudo-sequence HLA-B27:05. The binding affinity (normalized) is 0.0847. (9) The peptide sequence is IPQSLDSWWT. The MHC is H-2-Ld with pseudo-sequence H-2-Ld. The binding affinity (normalized) is 0.152. (10) The peptide sequence is FAIEVFKQIM. The MHC is H-2-Db with pseudo-sequence H-2-Db. The binding affinity (normalized) is 0.212.